Predict which catalyst facilitates the given reaction. From a dataset of Catalyst prediction with 721,799 reactions and 888 catalyst types from USPTO. (1) Reactant: [Na].C[O-].[Na+].[C:5]([O:11]C)(=O)[CH2:6][C:7]([CH3:9])=[O:8].[Br:13][C:14]1[CH:19]=[CH:18][CH:17]=[CH:16][C:15]=1/[CH:20]=[CH:21]/C(=O)C. Product: [Br:13][C:14]1[CH:19]=[CH:18][CH:17]=[CH:16][C:15]=1[CH:20]1[CH2:21][C:5](=[O:11])[CH:6]=[C:7]([OH:8])[CH2:9]1. The catalyst class is: 275. (2) Reactant: [Cl:1][C:2]1[N:6]([CH:7]([CH3:9])[CH3:8])[N:5]=[CH:4][C:3]=1[N+:10]([O-])=O.[Cl-].[NH4+]. Product: [Cl:1][C:2]1[N:6]([CH:7]([CH3:9])[CH3:8])[N:5]=[CH:4][C:3]=1[NH2:10]. The catalyst class is: 447. (3) Reactant: [CH3:1][O:2][C:3]1[CH:8]=[CH:7][C:6]([C:9]2[C:13]3[CH2:14][C:15]4[S:16][C:17]([C:20]5[CH:21]=[C:22]([NH2:26])[CH:23]=[CH:24][CH:25]=5)=[CH:18][C:19]=4[C:12]=3[N:11](COCC[Si](C)(C)C)[N:10]=2)=[CH:5][CH:4]=1.Cl. Product: [CH3:1][O:2][C:3]1[CH:4]=[CH:5][C:6]([C:9]2[C:13]3[CH2:14][C:15]4[S:16][C:17]([C:20]5[CH:21]=[C:22]([NH2:26])[CH:23]=[CH:24][CH:25]=5)=[CH:18][C:19]=4[C:12]=3[NH:11][N:10]=2)=[CH:7][CH:8]=1. The catalyst class is: 5. (4) Reactant: [N+:1]([O-:4])(O)=[O:2].C(=O)(OC)[O:6][C:7]1[CH:12]=[CH:11][C:10]([F:13])=[CH:9][C:8]=1[CH3:14]. Product: [F:13][C:10]1[C:11]([N+:1]([O-:4])=[O:2])=[CH:12][C:7]([OH:6])=[C:8]([CH3:14])[CH:9]=1. The catalyst class is: 65.